The task is: Predict the product of the given reaction.. This data is from Forward reaction prediction with 1.9M reactions from USPTO patents (1976-2016). (1) Given the reactants [CH2:1]([O:8][CH:9]1[CH:14]([O:15]C(=O)C)[CH:13]([O:19][CH2:20][C:21]2[CH:26]=[CH:25][CH:24]=[CH:23][CH:22]=2)[CH:12]([O:27][CH2:28][C:29]2[CH:34]=[CH:33][CH:32]=[CH:31][CH:30]=2)[CH:11]([CH2:35][O:36][CH2:37][C:38]2[CH:43]=[CH:42][CH:41]=[CH:40][CH:39]=2)[O:10]1)[C:2]1[CH:7]=[CH:6][CH:5]=[CH:4][CH:3]=1.C([O-])([O-])=O.[K+].[K+].C(OCC)(=O)C, predict the reaction product. The product is: [CH2:1]([O:8][CH:9]1[CH:14]([OH:15])[CH:13]([O:19][CH2:20][C:21]2[CH:26]=[CH:25][CH:24]=[CH:23][CH:22]=2)[CH:12]([O:27][CH2:28][C:29]2[CH:30]=[CH:31][CH:32]=[CH:33][CH:34]=2)[CH:11]([CH2:35][O:36][CH2:37][C:38]2[CH:39]=[CH:40][CH:41]=[CH:42][CH:43]=2)[O:10]1)[C:2]1[CH:3]=[CH:4][CH:5]=[CH:6][CH:7]=1. (2) Given the reactants COC[O:4][CH2:5][C:6]1[CH:11]=[CH:10][C:9]([C:12]2[S:13][CH:14]=[CH:15][N:16]=2)=[CH:8][CH:7]=1.Cl.O, predict the reaction product. The product is: [S:13]1[CH:14]=[CH:15][N:16]=[C:12]1[C:9]1[CH:8]=[CH:7][C:6]([CH2:5][OH:4])=[CH:11][CH:10]=1. (3) The product is: [C:35]([O:34][C:32]([N:29]1[CH2:30][CH2:31][CH:26]([C:24]2[N:1]([CH:4]3[CH2:23][N:8]4[C:9]5[C:14]([C:15]([CH2:16][C:17]([OH:19])=[O:18])=[C:7]4[CH2:6][CH2:5]3)=[CH:13][CH:12]=[CH:11][CH:10]=5)[N:2]=[N:3][CH:25]=2)[CH2:27][CH2:28]1)=[O:33])([CH3:38])([CH3:37])[CH3:36]. Given the reactants [N:1]([CH:4]1[CH2:23][N:8]2[C:9]3[C:14]([C:15]([CH2:16][C:17]([O:19]CCC)=[O:18])=[C:7]2[CH2:6][CH2:5]1)=[CH:13][CH:12]=[CH:11][CH:10]=3)=[N+:2]=[N-:3].[C:24]([CH:26]1[CH2:31][CH2:30][N:29]([C:32]([O:34][C:35]([CH3:38])([CH3:37])[CH3:36])=[O:33])[CH2:28][CH2:27]1)#[CH:25], predict the reaction product. (4) Given the reactants [C:1]([C:3]1[CH:47]=[CH:46][C:6]([CH2:7][C@H:8]2[N:13]([C:14]([C:16]3[N:17]=[CH:18][N:19]([C:27]4[CH:32]=[CH:31][CH:30]=[C:29]([N:33]5[CH2:38][CH2:37][O:36][CH2:35][CH2:34]5)[CH:28]=4)[C:20]=3[C:21]3[CH:26]=[CH:25][CH:24]=[CH:23][CH:22]=3)=[O:15])[CH2:12][CH2:11][N:10]([C:39]([O:41][C:42]([CH3:45])([CH3:44])[CH3:43])=[O:40])[CH2:9]2)=[CH:5][CH:4]=1)#[N:2].Cl.[NH2:49]O.[C:51](=[O:54])(O)[O-:52].[Na+].O, predict the reaction product. The product is: [O:36]1[CH2:35][CH2:34][N:33]([C:29]2[CH:28]=[C:27]([N:19]3[C:20]([C:21]4[CH:22]=[CH:23][CH:24]=[CH:25][CH:26]=4)=[C:16]([C:14]([N:13]4[CH2:12][CH2:11][N:10]([C:39]([O:41][C:42]([CH3:43])([CH3:44])[CH3:45])=[O:40])[CH2:9][C@H:8]4[CH2:7][C:6]4[CH:46]=[CH:47][C:3]([C:1]5[NH:49][C:51](=[O:54])[O:52][N:2]=5)=[CH:4][CH:5]=4)=[O:15])[N:17]=[CH:18]3)[CH:32]=[CH:31][CH:30]=2)[CH2:38][CH2:37]1. (5) Given the reactants [C:12]([O:11][C:9](O[C:9]([O:11][C:12]([CH3:15])([CH3:14])[CH3:13])=[O:10])=[O:10])([CH3:15])([CH3:14])[CH3:13].CCN(C(C)C)C(C)C.Br.[NH2:26][CH2:27][CH2:28][Br:29], predict the reaction product. The product is: [C:12]([O:11][C:9](=[O:10])[NH:26][CH2:27][CH2:28][Br:29])([CH3:13])([CH3:14])[CH3:15]. (6) Given the reactants [F:1][C:2]1[CH:3]=[C:4]([CH:8]2[CH2:12][CH2:11][CH2:10][N:9]2[C:13]2[CH:18]=[CH:17][N:16]3[N:19]=[CH:20][C:21]([C:22]([O:24]CC)=[O:23])=[C:15]3[N:14]=2)[CH:5]=[N:6][CH:7]=1.[OH-].[Na+].C(O)(=O)CC(CC(O)=O)(C(O)=O)O.[Na+].[Cl-], predict the reaction product. The product is: [F:1][C:2]1[CH:3]=[C:4]([CH:8]2[CH2:12][CH2:11][CH2:10][N:9]2[C:13]2[CH:18]=[CH:17][N:16]3[N:19]=[CH:20][C:21]([C:22]([OH:24])=[O:23])=[C:15]3[N:14]=2)[CH:5]=[N:6][CH:7]=1.